Task: Predict the reactants needed to synthesize the given product.. Dataset: Full USPTO retrosynthesis dataset with 1.9M reactions from patents (1976-2016) Given the product [CH2:1]([N:3]1[CH:11]=[C:10]2[C:5]([CH:6]=[C:7]([C:24]([O:26][CH2:27][CH3:28])=[O:25])[CH:8]=[C:9]2[O:12][C:13]2[CH:18]=[N:17][C:16]([N:19]([CH3:31])[S:20]([CH3:23])(=[O:22])=[O:21])=[CH:15][N:14]=2)=[N:4]1)[CH3:2], predict the reactants needed to synthesize it. The reactants are: [CH2:1]([N:3]1[CH:11]=[C:10]2[C:5]([CH:6]=[C:7]([C:24]([O:26][CH2:27][CH3:28])=[O:25])[CH:8]=[C:9]2[O:12][C:13]2[CH:18]=[N:17][C:16]([NH:19][S:20]([CH3:23])(=[O:22])=[O:21])=[CH:15][N:14]=2)=[N:4]1)[CH3:2].[H-].[Na+].[CH3:31]I.